Dataset: NCI-60 drug combinations with 297,098 pairs across 59 cell lines. Task: Regression. Given two drug SMILES strings and cell line genomic features, predict the synergy score measuring deviation from expected non-interaction effect. Drug 1: CN1C(=O)N2C=NC(=C2N=N1)C(=O)N. Drug 2: CN1C2=C(C=C(C=C2)N(CCCl)CCCl)N=C1CCCC(=O)O.Cl. Cell line: ACHN. Synergy scores: CSS=-4.12, Synergy_ZIP=2.65, Synergy_Bliss=7.11, Synergy_Loewe=0.436, Synergy_HSA=1.15.